Dataset: Peptide-MHC class II binding affinity with 134,281 pairs from IEDB. Task: Regression. Given a peptide amino acid sequence and an MHC pseudo amino acid sequence, predict their binding affinity value. This is MHC class II binding data. (1) The peptide sequence is LGQTIRNSRWSSPDN. The MHC is HLA-DQA10501-DQB10301 with pseudo-sequence HLA-DQA10501-DQB10301. The binding affinity (normalized) is 0.171. (2) The peptide sequence is KMLDPRQGLAVLRKV. The MHC is H-2-IAb with pseudo-sequence H-2-IAb. The binding affinity (normalized) is 0.163. (3) The MHC is DRB1_0101 with pseudo-sequence DRB1_0101. The peptide sequence is SLFFSAQPFEITAST. The binding affinity (normalized) is 0.804. (4) The peptide sequence is DVLFRLENHAETLRA. The MHC is DRB1_0901 with pseudo-sequence DRB1_0901. The binding affinity (normalized) is 0.572. (5) The peptide sequence is ESATILMTATPPGTS. The MHC is HLA-DQA10501-DQB10302 with pseudo-sequence HLA-DQA10501-DQB10302. The binding affinity (normalized) is 0.494. (6) The peptide sequence is KLKIQNVIIDECYGA. The MHC is HLA-DQA10102-DQB10602 with pseudo-sequence HLA-DQA10102-DQB10602. The binding affinity (normalized) is 0.310. (7) The peptide sequence is MSQIMYNYPAMMAHA. The MHC is HLA-DQA10101-DQB10501 with pseudo-sequence HLA-DQA10101-DQB10501. The binding affinity (normalized) is 0.429. (8) The MHC is HLA-DQA10102-DQB10602 with pseudo-sequence HLA-DQA10102-DQB10602. The binding affinity (normalized) is 0.661. The peptide sequence is YATAGTTVYGAF. (9) The peptide sequence is YQNPTTYISVGTSTLNQ. The binding affinity (normalized) is 0.581. The MHC is DRB1_0901 with pseudo-sequence DRB1_0901. (10) The peptide sequence is NIQIRLPWYSYLYAV. The MHC is HLA-DQA10101-DQB10501 with pseudo-sequence HLA-DQA10101-DQB10501. The binding affinity (normalized) is 0.361.